Predict the product of the given reaction. From a dataset of Forward reaction prediction with 1.9M reactions from USPTO patents (1976-2016). (1) Given the reactants [F:1][C:2]1[CH:52]=[N:51][C:5]2[N:6]([C:37]3[CH:38]=[C:39]([C:43]4[CH:48]=[CH:47][C:46](C=O)=[CH:45][CH:44]=4)[CH:40]=[CH:41][CH:42]=3)[C:7](=[O:36])[N:8]([C@@H:11]3[CH2:16][CH2:15][C@H:14]([N:17]([CH2:25][C:26]4[N:27]=[C:28]5[CH:33]=[CH:32][C:31]([F:34])=[CH:30][N:29]5[CH:35]=4)C(=O)OC(C)(C)C)[CH2:13][CH2:12]3)[C:9](=[O:10])[C:4]=2[CH:3]=1.[N:53]1([C:59](OC(C)(C)C)=O)[CH2:58][CH2:57][NH:56][CH2:55][CH2:54]1.C(O[BH-](OC(=O)C)OC(=O)C)(=O)C.[Na+].CO, predict the reaction product. The product is: [F:1][C:2]1[CH:52]=[N:51][C:5]2[N:6]([C:37]3[CH:38]=[C:39]([C:43]4[CH:48]=[CH:47][C:46]([CH2:59][N:53]5[CH2:54][CH2:55][NH:56][CH2:57][CH2:58]5)=[CH:45][CH:44]=4)[CH:40]=[CH:41][CH:42]=3)[C:7](=[O:36])[N:8]([C@H:11]3[CH2:12][CH2:13][C@@H:14]([NH:17][CH2:25][C:26]4[N:27]=[C:28]5[CH:33]=[CH:32][C:31]([F:34])=[CH:30][N:29]5[CH:35]=4)[CH2:15][CH2:16]3)[C:9](=[O:10])[C:4]=2[CH:3]=1. (2) The product is: [CH2:6]([O:8][C:9](=[O:26])[CH:10]([C:15]1[CH:16]=[C:17]([C:22]([F:25])([F:24])[F:23])[C:18]([OH:33])=[C:19]([N+:27]([O-:29])=[O:28])[CH:20]=1)[CH2:11][CH:12]([CH3:14])[CH3:13])[CH3:7]. Given the reactants S(=O)(=O)(O)O.[CH2:6]([O:8][C:9](=[O:26])[CH:10]([C:15]1[CH:20]=[CH:19][C:18](N)=[C:17]([C:22]([F:25])([F:24])[F:23])[CH:16]=1)[CH2:11][CH:12]([CH3:14])[CH3:13])[CH3:7].[N:27]([O-:29])=[O:28].[Na+].NC(N)=[O:33], predict the reaction product. (3) Given the reactants [N+:1]([C:4]1[CH:5]=[C:6]([C:13]([N:15]2[CH2:20][CH2:19][N:18]([CH3:21])[CH2:17][CH2:16]2)=O)[CH:7]=[CH:8][C:9]=1[N+:10]([O-:12])=[O:11])([O-:3])=[O:2].[BH4-].[Na+].B(F)(F)F.CCOCC, predict the reaction product. The product is: [N+:1]([C:4]1[CH:5]=[C:6]([CH:7]=[CH:8][C:9]=1[N+:10]([O-:12])=[O:11])[CH2:13][N:15]1[CH2:16][CH2:17][N:18]([CH3:21])[CH2:19][CH2:20]1)([O-:3])=[O:2]. (4) Given the reactants [CH3:1][C:2]1[N:7]([C:8]2[CH:13]=[CH:12][CH:11]=[C:10]([C:14]([F:17])([F:16])[F:15])[CH:9]=2)[CH2:6][N:5]([CH2:18][CH:19]=O)[C:4](=[O:21])[C:3]=1[C:22]1[N:26]([C:27]2[CH:34]=[CH:33][C:30]([C:31]#[N:32])=[CH:29][CH:28]=2)[N:25]=[CH:24][CH:23]=1.[CH3:35][NH:36][CH3:37].C(O)(=[O:40])C.C(O[BH-](OC(=O)C)OC(=O)C)(=O)C.[Na+], predict the reaction product. The product is: [CH3:35][N:36]([CH3:37])[CH2:19][CH2:18][N:5]1[C:4](=[O:21])[C:3]([C:22]2[N:26]([C:27]3[CH:34]=[CH:33][C:30]([C:31]#[N:32])=[CH:29][CH:28]=3)[N:25]=[CH:24][CH:23]=2)=[C:2]([CH3:1])[N:7]([C:8]2[CH:13]=[CH:12][CH:11]=[C:10]([C:14]([F:16])([F:15])[F:17])[CH:9]=2)[C:6]1=[O:40]. (5) Given the reactants [Cl:1][C:2]1[N:7]=[C:6](Cl)[C:5]([F:9])=[CH:4][N:3]=1.[NH:10]1[CH2:15][CH2:14][O:13][CH2:12][CH:11]1[C:16]([OH:18])=O.CC[N:21]([CH:25]([CH3:27])[CH3:26])C(C)C.CN(C(ON1N=NC2C=CC=NC1=2)=[N+](C)C)C.F[P-](F)(F)(F)(F)F.C1(N)CC1, predict the reaction product. The product is: [Cl:1][C:2]1[N:7]=[C:6]([N:10]2[CH2:15][CH2:14][O:13][CH2:12][CH:11]2[C:16]([NH:21][CH:25]2[CH2:27][CH2:26]2)=[O:18])[C:5]([F:9])=[CH:4][N:3]=1. (6) Given the reactants [N+:1]([C:4]1[CH:9]=[CH:8][C:7]([N:10]2[CH2:15][CH2:14][O:13][CH2:12][CH2:11]2)=[C:6]([C:16]([F:19])([F:18])[F:17])[CH:5]=1)([O-:3])=[O:2].[Mn]([O-])(=O)(=O)=[O:21].[K+].[O-]S([O-])=O.[Na+].[Na+], predict the reaction product. The product is: [N+:1]([C:4]1[CH:9]=[CH:8][C:7]([N:10]2[CH2:15][CH2:14][O:13][CH2:12][C:11]2=[O:21])=[C:6]([C:16]([F:19])([F:18])[F:17])[CH:5]=1)([O-:3])=[O:2]. (7) Given the reactants [F:1][C:2]1([F:36])[CH2:8][N:7]([CH2:9][CH2:10][CH2:11][C:12]2[CH:17]=[CH:16][CH:15]=[CH:14][CH:13]=2)[C:6]2[N:18]=[C:19]([NH:22][C:23]3[CH:31]=[CH:30][C:26]([C:27]([OH:29])=O)=[CH:25][C:24]=3[O:32][CH3:33])[N:20]=[CH:21][C:5]=2[N:4]([CH3:34])[C:3]1=[O:35].C(N(C(C)C)C(C)C)C.[CH3:46][N:47]([CH3:52])[CH2:48][CH2:49][CH2:50][NH2:51], predict the reaction product. The product is: [F:1][C:2]1([F:36])[CH2:8][N:7]([CH2:9][CH2:10][CH2:11][C:12]2[CH:17]=[CH:16][CH:15]=[CH:14][CH:13]=2)[C:6]2[N:18]=[C:19]([NH:22][C:23]3[CH:31]=[CH:30][C:26]([C:27]([NH:51][CH2:50][CH2:49][CH2:48][N:47]([CH3:52])[CH3:46])=[O:29])=[CH:25][C:24]=3[O:32][CH3:33])[N:20]=[CH:21][C:5]=2[N:4]([CH3:34])[C:3]1=[O:35].